Dataset: Full USPTO retrosynthesis dataset with 1.9M reactions from patents (1976-2016). Task: Predict the reactants needed to synthesize the given product. Given the product [Cl:29][C:23]1[CH:24]=[CH:25][C:26]([Cl:28])=[CH:27][C:22]=1[C:21]([NH:20][CH2:19][C:18]([NH:17][C@H:12]([B:11]1[O:4][C:1](=[O:5])[CH2:2][O:3]1)[CH2:13][CH:14]([CH3:16])[CH3:15])=[O:31])=[O:30], predict the reactants needed to synthesize it. The reactants are: [C:1]([OH:5])(=[O:4])[CH2:2][OH:3].O1[B:11]([C@@H:12]([NH:17][C:18](=[O:31])[CH2:19][NH:20][C:21](=[O:30])[C:22]2[CH:27]=[C:26]([Cl:28])[CH:25]=[CH:24][C:23]=2[Cl:29])[CH2:13][CH:14]([CH3:16])[CH3:15])O[B:11]([C@@H:12]([NH:17][C:18](=[O:31])[CH2:19][NH:20][C:21](=[O:30])[C:22]2[CH:27]=[C:26]([Cl:28])[CH:25]=[CH:24][C:23]=2[Cl:29])[CH2:13][CH:14]([CH3:16])[CH3:15])O[B:11]1[C@@H:12]([NH:17][C:18](=[O:31])[CH2:19][NH:20][C:21](=[O:30])[C:22]1[CH:27]=[C:26]([Cl:28])[CH:25]=[CH:24][C:23]=1[Cl:29])[CH2:13][CH:14]([CH3:16])[CH3:15].